Dataset: Forward reaction prediction with 1.9M reactions from USPTO patents (1976-2016). Task: Predict the product of the given reaction. (1) Given the reactants [Cl:1][C:2]1[CH:7]=[CH:6][C:5]([C:8]2[N:13]=[C:12]([NH:14][CH:15]([CH3:17])[CH3:16])[N:11]3[C:18](=[O:21])[NH:19][N:20]=[C:10]3[C:9]=2[C:22]2[CH:27]=[CH:26][C:25]([Cl:28])=[CH:24][CH:23]=2)=[CH:4][CH:3]=1.[CH3:29]N(C=O)C.C(=O)([O-])[O-].[K+].[K+].CI, predict the reaction product. The product is: [Cl:1][C:2]1[CH:7]=[CH:6][C:5]([C:8]2[N:13]=[C:12]([NH:14][CH:15]([CH3:17])[CH3:16])[N:11]3[C:18](=[O:21])[N:19]([CH3:29])[N:20]=[C:10]3[C:9]=2[C:22]2[CH:23]=[CH:24][C:25]([Cl:28])=[CH:26][CH:27]=2)=[CH:4][CH:3]=1. (2) The product is: [CH2:1]([C:3]1[C:8]([O:9][CH2:10][O:11][CH3:12])=[CH:7][C:6]([O:13][CH2:14][O:15][CH3:16])=[C:5]([I:29])[C:4]=1[CH2:17][C:18]([O:20][CH3:21])=[O:19])[CH3:2]. Given the reactants [CH2:1]([C:3]1[C:8]([O:9][CH2:10][O:11][CH3:12])=[CH:7][C:6]([O:13][CH2:14][O:15][CH3:16])=[CH:5][C:4]=1[CH2:17][C:18]([O:20][CH3:21])=[O:19])[CH3:2].II.FC(F)(F)C(O[I:29](C1C=CC=CC=1)OC(=O)C(F)(F)F)=O.S([O-])([O-])(=O)=S.[Na+].[Na+].[OH-].[Na+], predict the reaction product. (3) Given the reactants [NH2:1][C:2]1[C:7]([CH2:8][NH:9][C:10]([O:12][CH2:13][CH3:14])=[O:11])=[C:6]([CH:15]2[CH2:20][CH2:19][CH2:18][N:17]([C:21]([O:23][C:24]([CH3:27])([CH3:26])[CH3:25])=[O:22])[CH2:16]2)[CH:5]=[C:4]([C:28]2[C:33]([OH:34])=[CH:32][CH:31]=[CH:30][C:29]=2[O:35][CH2:36][CH:37]2[CH2:39][CH2:38]2)[N:3]=1.C(N(CC)CC)C.Cl[C:48](Cl)([O:50]C(=O)OC(Cl)(Cl)Cl)Cl, predict the reaction product. The product is: [C:24]([O:23][C:21]([N:17]1[CH2:18][CH2:19][CH2:20][CH:15]([C:6]2[C:7]3[CH2:8][N:9]([C:10]([O:12][CH2:13][CH3:14])=[O:11])[C:48](=[O:50])[NH:1][C:2]=3[N:3]=[C:4]([C:28]3[C:33]([OH:34])=[CH:32][CH:31]=[CH:30][C:29]=3[O:35][CH2:36][CH:37]3[CH2:38][CH2:39]3)[CH:5]=2)[CH2:16]1)=[O:22])([CH3:27])([CH3:26])[CH3:25]. (4) The product is: [Cl:23][C:9]1[C:10]2[C:5](=[CH:4][C:3]([O:2][CH3:1])=[CH:12][CH:11]=2)[C:6]([C:15]2[CH:20]=[CH:19][CH:18]=[CH:17][CH:16]=2)=[C:7]([CH3:14])[N:8]=1. Given the reactants [CH3:1][O:2][C:3]1[CH:4]=[C:5]2[C:10](=[CH:11][CH:12]=1)[C:9](=O)[NH:8][C:7]([CH3:14])=[C:6]2[C:15]1[CH:20]=[CH:19][CH:18]=[CH:17][CH:16]=1.O=P(Cl)(Cl)[Cl:23], predict the reaction product. (5) Given the reactants FC(F)(F)C([N:5]1[CH:10]2[CH2:11][CH2:12][CH:6]1[CH2:7][C:8]1([O:17][C:16]3[CH:18]=[CH:19][CH:20]=[CH:21][C:15]=3[N:14]3[CH:22]=[CH:23][CH:24]=[C:13]13)[CH2:9]2)=O.[OH-].[Na+], predict the reaction product. The product is: [CH:6]12[NH:5][CH:10]([CH2:11][CH2:12]1)[CH2:9][C:8]1([O:17][C:16]3[CH:18]=[CH:19][CH:20]=[CH:21][C:15]=3[N:14]3[CH:22]=[CH:23][CH:24]=[C:13]13)[CH2:7]2. (6) The product is: [S:21]1[C:22]2[CH:28]=[CH:27][CH:26]=[CH:25][C:23]=2[N:24]=[C:20]1[NH:18][N:19]=[C:1]([C:4]1[CH:5]=[C:6]([C:10]2[S:14][C:13]([C:15]([OH:17])=[O:16])=[CH:12][CH:11]=2)[CH:7]=[CH:8][CH:9]=1)[CH3:2]. Given the reactants [C:1]([C:4]1[CH:5]=[C:6]([C:10]2[S:14][C:13]([C:15]([OH:17])=[O:16])=[CH:12][CH:11]=2)[CH:7]=[CH:8][CH:9]=1)(=O)[CH3:2].[NH:18]([C:20]1[S:21][C:22]2[CH:28]=[CH:27][CH:26]=[CH:25][C:23]=2[N:24]=1)[NH2:19], predict the reaction product. (7) Given the reactants [NH2:1][CH2:2][CH2:3][CH2:4][N:5]([CH3:10])[CH2:6][CH2:7][CH2:8][NH2:9].C(N(CC)CC)C.[Cl:18][C:19]1[CH:20]=[C:21]2[C:26](=[C:27]([Cl:29])[CH:28]=1)[CH2:25][N:24]([CH3:30])[CH2:23][CH:22]2[C:31]1[CH:32]=[C:33]([S:37](Cl)(=[O:39])=[O:38])[CH:34]=[CH:35][CH:36]=1, predict the reaction product. The product is: [NH2:1][CH2:2][CH2:3][CH2:4][N:5]([CH3:10])[CH2:6][CH2:7][CH2:8][NH:9][S:37]([C:33]1[CH:34]=[CH:35][CH:36]=[C:31]([CH:22]2[C:21]3[C:26](=[C:27]([Cl:29])[CH:28]=[C:19]([Cl:18])[CH:20]=3)[CH2:25][N:24]([CH3:30])[CH2:23]2)[CH:32]=1)(=[O:39])=[O:38].